From a dataset of Volume of distribution at steady state (VDss) regression data from Lombardo et al.. Regression/Classification. Given a drug SMILES string, predict its absorption, distribution, metabolism, or excretion properties. Task type varies by dataset: regression for continuous measurements (e.g., permeability, clearance, half-life) or binary classification for categorical outcomes (e.g., BBB penetration, CYP inhibition). For this dataset (vdss_lombardo), we predict log10(VDss) (log10 of volume of distribution in L/kg). (1) The compound is CC(=O)N(CCC(CC[NH+]1CCCCC1)(C(N)=O)c1ccccc1Cl)C(C)C. The log10(VDss) is 0.410. (2) The compound is C/C([O-])=C(\C#N)C(=O)Nc1ccc(C(F)(F)F)cc1. The log10(VDss) is -0.800. (3) The drug is CCS(=O)(=O)CCn1c([N+](=O)[O-])cnc1C. The log10(VDss) is -0.230. (4) The drug is OCC1OC(n2cnc3c2NC=NCC3O)CC1O. The log10(VDss) is -0.230. (5) The drug is CC1(C)OC2COC3(COS(N)(=O)=O)OC(C)(C)OC3C2O1. The log10(VDss) is -0.100. (6) The log10(VDss) is -0.570. The molecule is Cc1ccc(S(=O)(=O)NC(=O)N[C@H]2[C@H]3CC[C@@](C)([C@H]2O)C3(C)C)cc1. (7) The molecule is O=C1CN=C(c2ccccn2)c2cc(Br)ccc2N1. The log10(VDss) is -0.0700.